Dataset: Full USPTO retrosynthesis dataset with 1.9M reactions from patents (1976-2016). Task: Predict the reactants needed to synthesize the given product. (1) The reactants are: Br[CH2:2][C:3]([C:5]1[CH:10]=[CH:9][C:8]([C:11]2[CH:16]=[CH:15][CH:14]=[CH:13][N:12]=2)=[C:7]([O:17][CH3:18])[CH:6]=1)=O.[NH2:19][C:20]1[S:21][CH:22]=[CH:23][N:24]=1. Given the product [CH3:18][O:17][C:7]1[CH:6]=[C:5]([C:3]2[N:19]=[C:20]3[N:24]([CH:2]=2)[CH:23]=[CH:22][S:21]3)[CH:10]=[CH:9][C:8]=1[C:11]1[CH:16]=[CH:15][CH:14]=[CH:13][N:12]=1, predict the reactants needed to synthesize it. (2) Given the product [OH:19][C:16]1[CH:17]=[CH:18][C:13]([C:8]2[CH:9]=[C:10]3[C:5](=[CH:6][CH:7]=2)[C:4]([CH3:21])=[C:3]([OH:2])[CH:12]=[CH:11]3)=[CH:14][CH:15]=1, predict the reactants needed to synthesize it. The reactants are: C[O:2][C:3]1[CH:12]=[CH:11][C:10]2[C:5](=[CH:6][CH:7]=[C:8]([C:13]3[CH:18]=[CH:17][C:16]([O:19]C)=[CH:15][CH:14]=3)[CH:9]=2)[C:4]=1[CH3:21].B(Br)(Br)Br.